From a dataset of Full USPTO retrosynthesis dataset with 1.9M reactions from patents (1976-2016). Predict the reactants needed to synthesize the given product. (1) The reactants are: C[O:2][C:3](=[O:32])[C:4]1[CH:9]=[CH:8][CH:7]=[CH:6][C:5]=1[N:10]1[C:14]2[CH:15]=[CH:16][CH:17]=[CH:18][C:13]=2[N:12]([CH2:19][C:20]2[C:28]3[C:23](=[CH:24][CH:25]=[CH:26][C:27]=3[CH3:29])[N:22]([CH3:30])[CH:21]=2)[C:11]1=[O:31].Cl. Given the product [CH3:30][N:22]1[C:23]2[C:28](=[C:27]([CH3:29])[CH:26]=[CH:25][CH:24]=2)[C:20]([CH2:19][N:12]2[C:13]3[CH:18]=[CH:17][CH:16]=[CH:15][C:14]=3[N:10]([C:5]3[CH:6]=[CH:7][CH:8]=[CH:9][C:4]=3[C:3]([OH:32])=[O:2])[C:11]2=[O:31])=[CH:21]1, predict the reactants needed to synthesize it. (2) Given the product [CH3:31][S:32]([C:35]1[CH:40]=[C:39]([C:16]2[CH:17]=[C:18]3[C:13](=[CH:14][CH:15]=2)[N:12]=[C:11]([N:9]2[CH:10]=[C:6]([C:4]([OH:3])=[O:5])[CH:7]=[N:8]2)[NH:20][C:19]3=[O:29])[CH:38]=[CH:37][CH:36]=1)(=[O:34])=[O:33], predict the reactants needed to synthesize it. The reactants are: C([O:3][C:4]([C:6]1[CH:7]=[N:8][N:9]([C:11]2[N:20](COCC[Si](C)(C)C)[C:19](=[O:29])[C:18]3[C:13](=[CH:14][CH:15]=[C:16](I)[CH:17]=3)[N:12]=2)[CH:10]=1)=[O:5])C.[CH3:31][S:32]([C:35]1[CH:36]=[C:37](B(O)O)[CH:38]=[CH:39][CH:40]=1)(=[O:34])=[O:33].